This data is from Peptide-MHC class II binding affinity with 134,281 pairs from IEDB. The task is: Regression. Given a peptide amino acid sequence and an MHC pseudo amino acid sequence, predict their binding affinity value. This is MHC class II binding data. (1) The peptide sequence is TALTGAMRVTKDTND. The MHC is DRB1_0801 with pseudo-sequence DRB1_0801. The binding affinity (normalized) is 0.497. (2) The MHC is HLA-DQA10501-DQB10201 with pseudo-sequence HLA-DQA10501-DQB10201. The binding affinity (normalized) is 0.293. The peptide sequence is VGNVAWMHVLAAKYI. (3) The peptide sequence is GSMAKKGDEQKLRSA. The MHC is HLA-DQA10101-DQB10501 with pseudo-sequence HLA-DQA10101-DQB10501. The binding affinity (normalized) is 0. (4) The peptide sequence is MNIKLQMPLYVAGYK. The MHC is DRB1_1101 with pseudo-sequence DRB1_1101. The binding affinity (normalized) is 0.687.